Dataset: Reaction yield outcomes from USPTO patents with 853,638 reactions. Task: Predict the reaction yield, written as a fraction of the theoretical maximum amount of product (1.0 means a 100% yield; for example, 0.34 means a 34% yield). (1) The reactants are [Br:1][C:2]1[CH:7]=[C:6]([N+:8]([O-:10])=[O:9])[CH:5]=[C:4]([N+]([O-])=O)[CH:3]=1.[CH3:14][N:15]([CH3:19])[CH2:16][CH2:17][OH:18].[OH-].[K+]. The catalyst is CN(C=O)C.O. The product is [Br:1][C:2]1[CH:3]=[C:4]([CH:5]=[C:6]([N+:8]([O-:10])=[O:9])[CH:7]=1)[O:18][CH2:17][CH2:16][N:15]([CH3:19])[CH3:14]. The yield is 0.572. (2) The product is [C:3]([O:7][C:8]([N:10]1[CH2:15][CH2:14][O:13][CH2:12][CH:11]1[CH2:16][O:17][C:30]([N:27]1[CH2:28][CH2:29][N:24]([C:18]2[CH:19]=[CH:20][CH:21]=[CH:22][CH:23]=2)[CH2:25][CH2:26]1)=[O:31])=[O:9])([CH3:6])([CH3:5])[CH3:4]. The reactants are [H-].[Na+].[C:3]([O:7][C:8]([N:10]1[CH2:15][CH2:14][O:13][CH2:12][CH:11]1[CH2:16][OH:17])=[O:9])([CH3:6])([CH3:5])[CH3:4].[C:18]1([N:24]2[CH2:29][CH2:28][N:27]([C:30](OC3C=CC([N+]([O-])=O)=CC=3)=[O:31])[CH2:26][CH2:25]2)[CH:23]=[CH:22][CH:21]=[CH:20][CH:19]=1.C([O-])(O)=O.[Na+]. The yield is 0.800. The catalyst is C1COCC1. (3) The reactants are [S:1]1[CH:5]=[CH:4][CH:3]=[C:2]1[C:6]1[CH2:7][C@@H:8]2[N:14]([CH:15]=1)[C:13](=[O:16])[C:12]1[CH:17]=[C:18]([O:60][CH3:61])[C:19]([O:21][CH2:22][CH2:23][CH2:24][O:25][C:26]3[C:57]([O:58][CH3:59])=[CH:56][C:29]4[C:30](=[O:55])[N:31]5[CH:46]=[C:45]([O:47][S:48]([C:51]([F:54])([F:53])[F:52])(=[O:50])=[O:49])[CH2:44][C@H:32]5[C:33](=[O:43])[N:34]([CH2:35][O:36][CH2:37][CH2:38][Si:39]([CH3:42])([CH3:41])[CH3:40])[C:28]=4[CH:27]=3)=[CH:20][C:11]=1[N:10]([CH2:62][O:63][CH2:64][CH2:65][Si:66]([CH3:69])([CH3:68])[CH3:67])[C:9]2=[O:70].C([O-])([O-])=O.[Na+].[Na+].[CH3:77][CH2:78]OC(C)=O. The catalyst is C1(C)C=CC=CC=1.CCO.O.C1C=CC([P]([Pd]([P](C2C=CC=CC=2)(C2C=CC=CC=2)C2C=CC=CC=2)([P](C2C=CC=CC=2)(C2C=CC=CC=2)C2C=CC=CC=2)[P](C2C=CC=CC=2)(C2C=CC=CC=2)C2C=CC=CC=2)(C2C=CC=CC=2)C2C=CC=CC=2)=CC=1. The product is [S:1]1[CH:5]=[CH:4][CH:3]=[C:2]1[C:6]1[CH2:7][C@@H:8]2[N:14]([CH:15]=1)[C:13](=[O:16])[C:12]1[CH:17]=[C:18]([O:60][CH3:61])[C:19]([O:21][CH2:22][CH2:23][CH:24]([O:25][C:26]3[C:57]([O:58][CH3:59])=[CH:56][C:29]4[C:30](=[O:55])[N:31]5[CH:46]=[C:45]([O:47][S:48]([C:51]([F:54])([F:53])[F:52])(=[O:49])=[O:50])[CH2:44][C@H:32]5[C:33](=[O:43])[N:34]([CH2:35][O:36][CH2:37][CH2:38][Si:39]([CH3:42])([CH3:40])[CH3:41])[C:28]=4[CH:27]=3)[CH2:77][CH3:78])=[CH:20][C:11]=1[N:10]([CH2:62][O:63][CH2:64][CH2:65][Si:66]([CH3:67])([CH3:68])[CH3:69])[C:9]2=[O:70]. The yield is 0.750. (4) The reactants are [F:1][C:2]1([CH2:9][OH:10])[CH2:7][CH2:6][C:5](=O)[CH2:4][CH2:3]1.[OH-].[NH4+:12].[NH4+:13].[Cl-].[C-:15]#N.[Na+]. The catalyst is CO. The product is [NH2:12][C:5]1([C:15]#[N:13])[CH2:6][CH2:7][C:2]([F:1])([CH2:9][OH:10])[CH2:3][CH2:4]1. The yield is 0.860. (5) The reactants are S(Cl)(Cl)=O.[N+:5]([C:8]1[C:9]([C:13]([OH:15])=[O:14])=[N:10][NH:11][CH:12]=1)([O-:7])=[O:6].[CH3:16][CH2:17]O. No catalyst specified. The product is [CH2:16]([O:14][C:13]([C:9]1[C:8]([N+:5]([O-:7])=[O:6])=[CH:12][NH:11][N:10]=1)=[O:15])[CH3:17]. The yield is 0.960. (6) The reactants are [C:1]1([NH:7][C:8]([C:10]2[CH:11]=[C:12](Br)[CH:13]=[C:14]3[C:18]=2[NH:17][N:16]=[CH:15]3)=[O:9])[CH:6]=[CH:5][CH:4]=[CH:3][CH:2]=1.[N:20]1[CH:25]=[CH:24][CH:23]=[C:22](B(O)O)[CH:21]=1.C([O-])([O-])=O.[Cs+].[Cs+].ClCCl. The catalyst is C1C=CC(P(C2C=CC=CC=2)[C-]2C=CC=C2)=CC=1.C1C=CC(P(C2C=CC=CC=2)[C-]2C=CC=C2)=CC=1.Cl[Pd]Cl.[Fe+2].O.COCCOC. The product is [C:1]1([NH:7][C:8]([C:10]2[CH:11]=[C:12]([C:22]3[CH:21]=[N:20][CH:25]=[CH:24][CH:23]=3)[CH:13]=[C:14]3[C:18]=2[NH:17][N:16]=[CH:15]3)=[O:9])[CH:6]=[CH:5][CH:4]=[CH:3][CH:2]=1. The yield is 0.0600. (7) The catalyst is CN(C=O)C. The reactants are [F:1][C:2]1[CH:10]=[C:9]2[C:5]([C:6]([N:11]=[C:12]=S)=[N:7][NH:8]2)=[CH:4][CH:3]=1.C(N(CC)CC)C.Cl.Cl.[NH2:23][CH2:24][C@@:25]1([OH:33])[CH:30]2[CH2:31][CH2:32][N:27]([CH2:28][CH2:29]2)[CH2:26]1.C(N=C=NC(C)C)(C)C. The product is [F:1][C:2]1[CH:10]=[C:9]2[C:5]([C:6]([NH:11][C:12]3[O:33][C@:25]4([CH2:24][N:23]=3)[CH:30]3[CH2:31][CH2:32][N:27]([CH2:28][CH2:29]3)[CH2:26]4)=[N:7][NH:8]2)=[CH:4][CH:3]=1. The yield is 0.640. (8) The catalyst is C1(C)C=CC=CC=1. The reactants are [O-]CC.[Na+].C(O)C.[CH2:8]([N:15]([CH2:25][C:26]([O:28][CH2:29][CH3:30])=[O:27])[CH2:16][CH2:17][CH2:18][CH2:19][C:20]([O:22][CH2:23][CH3:24])=[O:21])[C:9]1[CH:14]=[CH:13][CH:12]=[CH:11][CH:10]=1. The product is [CH2:8]([N:15]1[CH2:16][CH2:17][CH2:18][CH:19]([C:20]([O:22][CH2:23][CH3:24])=[O:21])[C:26](=[O:28])[CH2:25]1)[C:9]1[CH:14]=[CH:13][CH:12]=[CH:11][CH:10]=1.[CH2:8]([N:15]1[CH2:16][CH2:17][CH2:18][CH2:19][C:20](=[O:21])[CH:25]1[C:26]([O:28][CH2:29][CH3:30])=[O:27])[C:9]1[CH:14]=[CH:13][CH:12]=[CH:11][CH:10]=1. The yield is 0.190. (9) The reactants are C([Li])(C)(C)C.Br[C:7](Br)=[CH:8][CH2:9][C@@H:10]1[C@H:13]([N:14]([CH2:25][C:26]2[CH:31]=[CH:30][C:29]([O:32][CH3:33])=[CH:28][CH:27]=2)[C:15](=[O:24])[O:16][CH2:17][C:18]2[CH:23]=[CH:22][CH:21]=[CH:20][CH:19]=2)[C:12](=[O:34])[N:11]1[CH2:35][C:36]1[CH:41]=[CH:40][C:39]([O:42][CH3:43])=[CH:38][C:37]=1[O:44][CH3:45]. The catalyst is C1COCC1. The product is [CH3:45][O:44][C:37]1[CH:38]=[C:39]([O:42][CH3:43])[CH:40]=[CH:41][C:36]=1[CH2:35][N:11]1[C@H:10]([CH2:9][C:8]#[CH:7])[C@H:13]([N:14]([CH2:25][C:26]2[CH:27]=[CH:28][C:29]([O:32][CH3:33])=[CH:30][CH:31]=2)[C:15](=[O:24])[O:16][CH2:17][C:18]2[CH:23]=[CH:22][CH:21]=[CH:20][CH:19]=2)[C:12]1=[O:34]. The yield is 0.790. (10) The reactants are [CH3:1][O:2][C:3]1[CH:10]=[C:9]([C:11]2[S:12][CH:13]=[CH:14][CH:15]=2)[CH:8]=[C:7]([O:16][CH3:17])[C:4]=1[CH:5]=O.[C:18]([C:21]1[CH:29]=[CH:28][C:24]([C:25]([OH:27])=[O:26])=[CH:23][CH:22]=1)(=[O:20])[CH3:19]. No catalyst specified. The product is [CH3:1][O:2][C:3]1[CH:10]=[C:9]([C:11]2[S:12][CH:13]=[CH:14][CH:15]=2)[CH:8]=[C:7]([O:16][CH3:17])[C:4]=1/[CH:5]=[CH:19]/[C:18]([C:21]1[CH:29]=[CH:28][C:24]([C:25]([OH:27])=[O:26])=[CH:23][CH:22]=1)=[O:20]. The yield is 0.790.